This data is from Full USPTO retrosynthesis dataset with 1.9M reactions from patents (1976-2016). The task is: Predict the reactants needed to synthesize the given product. (1) Given the product [N:1]1([CH:6]([C:10]2[CH:11]=[CH:12][C:13]([NH:16][CH:20]=[O:21])=[CH:14][CH:15]=2)[CH:7]([CH3:9])[CH3:8])[CH:5]=[CH:4][N:3]=[CH:2]1, predict the reactants needed to synthesize it. The reactants are: [N:1]1([CH:6]([C:10]2[CH:15]=[CH:14][C:13]([NH2:16])=[CH:12][CH:11]=2)[CH:7]([CH3:9])[CH3:8])[CH:5]=[CH:4][N:3]=[CH:2]1.O.[OH-].[Na+].[CH:20](O)=[O:21]. (2) Given the product [CH:6]1([CH2:5][CH:4]([C:11]2[CH:16]=[CH:15][C:14]([S:17]([CH3:20])(=[O:19])=[O:18])=[C:13]([F:21])[CH:12]=2)[C:3]([OH:22])=[O:2])[CH2:10][CH2:9][CH2:8][CH2:7]1, predict the reactants needed to synthesize it. The reactants are: C[O:2][C:3](=[O:22])[CH:4]([C:11]1[CH:16]=[CH:15][C:14]([S:17]([CH3:20])(=[O:19])=[O:18])=[C:13]([F:21])[CH:12]=1)[CH2:5][CH:6]1[CH2:10][CH2:9][CH2:8][CH2:7]1.[OH-].[Li+].O.Cl. (3) Given the product [Cl:1][C:2]1[CH:3]=[CH:4][C:5]([NH:8][C:9]([C:11]2[CH:16]=[C:15]([Cl:17])[CH:14]=[CH:13][C:12]=2[NH:18][C:19]([C:21]2[CH:22]=[CH:23][C:24]([CH2:27][N:29]3[CH2:33][CH2:32][CH:31]=[CH:30]3)=[CH:25][CH:26]=2)=[O:20])=[O:10])=[N:6][CH:7]=1, predict the reactants needed to synthesize it. The reactants are: [Cl:1][C:2]1[CH:3]=[CH:4][C:5]([NH:8][C:9]([C:11]2[CH:16]=[C:15]([Cl:17])[CH:14]=[CH:13][C:12]=2[NH:18][C:19]([C:21]2[CH:26]=[CH:25][C:24]([CH2:27]Cl)=[CH:23][CH:22]=2)=[O:20])=[O:10])=[N:6][CH:7]=1.[NH:29]1[CH2:33][CH2:32][CH2:31][CH2:30]1. (4) Given the product [F:28][CH:14]([CH2:15][CH2:16][N:17]1[CH:22]=[CH:21][C:20]([CH2:23][OH:24])=[CH:19][C:18]1=[O:27])[CH2:13][N:11]1[CH:12]=[C:8]([C:6]([O:5][C:1]([CH3:2])([CH3:4])[CH3:3])=[O:7])[N:9]=[N:10]1, predict the reactants needed to synthesize it. The reactants are: [C:1]([O:5][C:6]([C:8]1[N:9]=[N:10][N:11]([CH2:13][CH:14]([F:28])[CH2:15][CH2:16][N:17]2[CH:22]=[CH:21][C:20]([C:23](OC)=[O:24])=[CH:19][C:18]2=[O:27])[CH:12]=1)=[O:7])([CH3:4])([CH3:3])[CH3:2].[BH4-].[Na+]. (5) The reactants are: [CH3:1][N:2](C(OC(C)(C)C)=O)[NH:3][C:4](=[O:31])[C:5]1[CH:10]=[CH:9][C:8](/[CH:11]=[CH:12]/[CH:13]([C:18]2[CH:23]=[C:22]([Cl:24])[C:21]([Cl:25])=[C:20]([Cl:26])[CH:19]=2)[C:14]([F:17])([F:16])[F:15])=[CH:7][C:6]=1[C:27]([F:30])([F:29])[F:28].Cl. Given the product [ClH:24].[CH3:1][NH:2][NH:3][C:4](=[O:31])[C:5]1[CH:10]=[CH:9][C:8](/[CH:11]=[CH:12]/[CH:13]([C:18]2[CH:19]=[C:20]([Cl:26])[C:21]([Cl:25])=[C:22]([Cl:24])[CH:23]=2)[C:14]([F:15])([F:16])[F:17])=[CH:7][C:6]=1[C:27]([F:29])([F:28])[F:30], predict the reactants needed to synthesize it. (6) Given the product [Cl:1][C:2]1[CH:9]=[CH:8][C:5]([CH:6]([OH:7])[CH2:12][CH:11]=[CH2:10])=[CH:4][CH:3]=1, predict the reactants needed to synthesize it. The reactants are: [Cl:1][C:2]1[CH:9]=[CH:8][C:5]([CH:6]=[O:7])=[CH:4][CH:3]=1.[CH2:10]([Mg]Br)[CH:11]=[CH2:12].Cl. (7) Given the product [Br:22][CH2:13][C:12]([C:9]1[CH:8]=[CH:7][C:6]([C:5]2[O:1][CH:2]=[N:3][CH:4]=2)=[CH:11][CH:10]=1)=[O:14], predict the reactants needed to synthesize it. The reactants are: [O:1]1[C:5]([C:6]2[CH:11]=[CH:10][C:9]([C:12](=[O:14])[CH3:13])=[CH:8][CH:7]=2)=[CH:4][N:3]=[CH:2]1.C(N(CC)CC)C.[Br:22][Si](C)(C)C. (8) Given the product [NH:8]1[C:4]2[CH:5]=[N:6][CH:7]=[C:2]([C:12]#[N:13])[C:3]=2[CH:10]=[CH:9]1, predict the reactants needed to synthesize it. The reactants are: Br[C:2]1[CH:7]=[N:6][CH:5]=[C:4]2[NH:8][CH:9]=[CH:10][C:3]=12.O.[CH3:12][N:13](C=O)C. (9) Given the product [C:1]1([C:7]2[NH:8][C:9]3[CH:10]=[CH:11][CH:12]=[C:13]4[C:19](=[S:30])[NH:18][CH2:17][CH2:16][C:15]=2[C:14]=34)[CH:6]=[CH:5][CH:4]=[CH:3][CH:2]=1, predict the reactants needed to synthesize it. The reactants are: [C:1]1([C:7]2[NH:8][C:9]3[CH:10]=[CH:11][CH:12]=[C:13]4[C:19](=O)[NH:18][CH2:17][CH2:16][C:15]=2[C:14]=34)[CH:6]=[CH:5][CH:4]=[CH:3][CH:2]=1.COC1C=CC(P2(SP(C3C=CC(OC)=CC=3)(=S)S2)=[S:30])=CC=1. (10) Given the product [CH2:1]([O:8][C:9]([N:11]1[C@H:16]([CH3:17])[CH2:15][N:14]([CH2:23][C:24]2[CH:33]=[C:32]3[C:27]([C:28]([Cl:34])=[CH:29][CH:30]=[N:31]3)=[CH:26][CH:25]=2)[C:13](=[O:18])[C@@H:12]1[CH3:19])=[O:10])[C:2]1[CH:3]=[CH:4][CH:5]=[CH:6][CH:7]=1, predict the reactants needed to synthesize it. The reactants are: [CH2:1]([O:8][C:9]([N:11]1[C@H:16]([CH3:17])[CH2:15][NH:14][C:13](=[O:18])[C@@H:12]1[CH3:19])=[O:10])[C:2]1[CH:7]=[CH:6][CH:5]=[CH:4][CH:3]=1.[H-].[Na+].Br[CH2:23][C:24]1[CH:33]=[C:32]2[C:27]([C:28]([Cl:34])=[CH:29][CH:30]=[N:31]2)=[CH:26][CH:25]=1.C(OCC)(=O)C.